Dataset: Full USPTO retrosynthesis dataset with 1.9M reactions from patents (1976-2016). Task: Predict the reactants needed to synthesize the given product. (1) Given the product [Cl:40][C:37]1[CH:38]=[CH:39][C:34]([N:31]2[CH2:32][CH2:33][N:28]([C:26](=[O:27])[CH2:25][N:5]3[C:6]([C:7]4[CH:12]=[CH:11][CH:10]=[C:9]([F:13])[CH:8]=4)=[C:2]([Cl:1])[C:3]([C:14]([F:15])([F:17])[F:16])=[N:4]3)[CH2:29][CH2:30]2)=[CH:35][C:36]=1[O:41][CH3:42], predict the reactants needed to synthesize it. The reactants are: [Cl:1][C:2]1[C:3]([C:14]([F:17])([F:16])[F:15])=[N:4][NH:5][C:6]=1[C:7]1[CH:12]=[CH:11][CH:10]=[C:9]([F:13])[CH:8]=1.C([O-])([O-])=O.[K+].[K+].Cl[CH2:25][C:26]([N:28]1[CH2:33][CH2:32][N:31]([C:34]2[CH:39]=[CH:38][C:37]([Cl:40])=[C:36]([O:41][CH3:42])[CH:35]=2)[CH2:30][CH2:29]1)=[O:27].CN(C=O)C. (2) Given the product [CH2:1]([N:8]1[CH2:9][CH:10]=[C:11]([CH2:14][O:15][C:19]2[C:24]([I:25])=[CH:23][CH:22]=[CH:21][N:20]=2)[CH2:12][CH2:13]1)[C:2]1[CH:7]=[CH:6][CH:5]=[CH:4][CH:3]=1, predict the reactants needed to synthesize it. The reactants are: [CH2:1]([N:8]1[CH2:13][CH:12]=[C:11]([CH2:14][OH:15])[CH2:10][CH2:9]1)[C:2]1[CH:7]=[CH:6][CH:5]=[CH:4][CH:3]=1.[H-].[Na+].F[C:19]1[C:24]([I:25])=[CH:23][CH:22]=[CH:21][N:20]=1.C(=O)(O)[O-].[Na+]. (3) Given the product [O:22]1[CH2:23][CH2:24][N:19]([C:2]2[C:3]3[N:11]=[C:10]([C:12]4[CH:17]=[CH:16][C:15]([F:18])=[CH:14][CH:13]=4)[CH:9]=[CH:8][C:4]=3[N:5]=[CH:6][N:7]=2)[CH2:20][CH2:21]1, predict the reactants needed to synthesize it. The reactants are: Cl[C:2]1[C:3]2[N:11]=[C:10]([C:12]3[CH:17]=[CH:16][C:15]([F:18])=[CH:14][CH:13]=3)[CH:9]=[CH:8][C:4]=2[N:5]=[CH:6][N:7]=1.[NH:19]1[CH2:24][CH2:23][O:22][CH2:21][CH2:20]1. (4) Given the product [CH2:20]([C:2]1[O:6][C:5]([C:7]([O:9][CH3:10])=[O:8])=[CH:4][CH:3]=1)[C:21]#[C:22][CH3:23], predict the reactants needed to synthesize it. The reactants are: Br[C:2]1[O:6][C:5]([C:7]([O:9][CH3:10])=[O:8])=[CH:4][CH:3]=1.C([Mg]Br)(C)C.[Cu]C#N.Br[CH2:20][C:21]#[C:22][CH3:23].[Cl-].[NH4+]. (5) Given the product [CH2:50]([O:49][C:48]1[C:47](=[O:57])[N:46]=[C:45]([CH2:58][C:59]2([N:64]3[C:68]4=[N:69][CH:70]=[CH:71][CH:72]=[C:67]4[CH:66]=[CH:65]3)[CH2:60][CH2:61][CH2:62][CH2:63]2)[N:44]2[CH2:74][CH2:73][N:40]([CH:37]3[CH2:39][CH2:38]3)[C:41](=[O:42])[C:43]=12)[C:51]1[CH:52]=[CH:53][CH:54]=[CH:55][CH:56]=1, predict the reactants needed to synthesize it. The reactants are: C(OC1C(=O)N=C(CC2(N3C4=NC=CC=C4C=C3)CCCC2)N2CCN(C)C(=O)C=12)C1C=CC=CC=1.[CH:37]1([N:40]([CH2:73][CH2:74]O)[C:41]([C:43]2[C:48]([O:49][CH2:50][C:51]3[CH:56]=[CH:55][CH:54]=[CH:53][CH:52]=3)=[C:47]([OH:57])[N:46]=[C:45]([CH2:58][C:59]3([N:64]4[C:68]5=[N:69][CH:70]=[CH:71][CH:72]=[C:67]5[CH:66]=[CH:65]4)[CH2:63][CH2:62][CH2:61][CH2:60]3)[N:44]=2)=[O:42])[CH2:39][CH2:38]1. (6) Given the product [CH3:47][C@H:48]1[NH:49][C@@H:50]([CH3:54])[CH2:51][N:52]([C:38]2[CH:39]=[C:40]([C:44](=[O:46])[CH3:45])[CH:41]=[CH:42][CH:43]=2)[CH2:53]1, predict the reactants needed to synthesize it. The reactants are: [O-]P([O-])([O-])=O.[K+].[K+].[K+].C1(P(C2CCCCC2)C2C=CC=CC=2C2C=CC=CC=2N(C)C)CCCCC1.Cl[C:38]1[CH:39]=[C:40]([C:44](=[O:46])[CH3:45])[CH:41]=[CH:42][CH:43]=1.[CH3:47][C@@H:48]1[CH2:53][NH:52][CH2:51][C@H:50]([CH3:54])[NH:49]1. (7) Given the product [CH2:25]([O:24][C:10]1[CH:11]=[C:12]([CH:15]=[CH:16][CH2:17][C:18]2[CH:23]=[CH:22][CH:21]=[CH:20][CH:19]=2)[CH:13]=[CH:14][C:9]=1[OH:8])[CH3:26], predict the reactants needed to synthesize it. The reactants are: C([Si]([O:8][C:9]1[CH:14]=[CH:13][C:12]([CH:15]=[CH:16][CH2:17][C:18]2[CH:23]=[CH:22][CH:21]=[CH:20][CH:19]=2)=[CH:11][C:10]=1[O:24][CH2:25][CH3:26])(C)C)(C)(C)C.[N+](CCCC)(CCCC)(CCCC)CCCC.[F-].O.